From a dataset of Full USPTO retrosynthesis dataset with 1.9M reactions from patents (1976-2016). Predict the reactants needed to synthesize the given product. Given the product [Br:1][C:2]1[CH:10]=[C:9]2[C:5]([C:6]([C:21]([CH:17]3[C:18]([CH3:20])([CH3:19])[C:16]3([CH3:24])[CH3:15])=[O:22])=[CH:7][NH:8]2)=[CH:4][CH:3]=1, predict the reactants needed to synthesize it. The reactants are: [Br:1][C:2]1[CH:10]=[C:9]2[C:5]([CH:6]=[CH:7][NH:8]2)=[CH:4][CH:3]=1.C([Mg]Br)C.[CH3:15][C:16]1([CH3:24])[C:18]([CH3:20])([CH3:19])[CH:17]1[C:21](Cl)=[O:22].